Dataset: Reaction yield outcomes from USPTO patents with 853,638 reactions. Task: Predict the reaction yield, written as a fraction of the theoretical maximum amount of product (1.0 means a 100% yield; for example, 0.34 means a 34% yield). (1) The reactants are Br[C:2]1[CH:3]=[CH:4][C:5]([C:13]([OH:15])=[O:14])=[N:6][C:7]=1[O:8][CH2:9][CH:10]1[CH2:12][CH2:11]1.[CH3:16][CH:17]1[CH2:21][CH2:20][CH2:19][NH:18]1.C1(P(C2C=CC=CC=2)C2C=CC3C(=CC=CC=3)C=2C2C3C(=CC=CC=3)C=CC=2P(C2C=CC=CC=2)C2C=CC=CC=2)C=CC=CC=1.C(=O)([O-])[O-].[Cs+].[Cs+]. The catalyst is C1(C)C=CC=CC=1.C1C=CC(/C=C/C(/C=C/C2C=CC=CC=2)=O)=CC=1.C1C=CC(/C=C/C(/C=C/C2C=CC=CC=2)=O)=CC=1.C1C=CC(/C=C/C(/C=C/C2C=CC=CC=2)=O)=CC=1.[Pd].[Pd]. The yield is 0.369. The product is [CH:10]1([CH2:9][O:8][C:7]2[N:6]=[C:5]([C:13]([OH:15])=[O:14])[CH:4]=[CH:3][C:2]=2[N:18]2[CH2:19][CH2:20][CH2:21][CH:17]2[CH3:16])[CH2:12][CH2:11]1. (2) The reactants are [Br:1][C:2]1[CH:3]=[CH:4][C:5]([O:11][CH2:12][CH3:13])=[C:6](B(O)O)[CH:7]=1.[Cl:14][C:15]1[CH:20]=[C:19](Cl)[N:18]=[CH:17][N:16]=1. No catalyst specified. The product is [Cl:14][C:15]1[CH:20]=[C:19]([C:6]2[CH:7]=[C:2]([Br:1])[CH:3]=[CH:4][C:5]=2[O:11][CH2:12][CH3:13])[N:18]=[CH:17][N:16]=1. The yield is 0.390. (3) The reactants are [CH:1]([C:3]1[O:4][C:5]2[CH:11]=[CH:10][C:9]([C:12]3[CH:19]=[CH:18][C:15]([C:16]#[N:17])=[CH:14][CH:13]=3)=[CH:8][C:6]=2[N:7]=1)=[CH2:2].[CH3:20][CH:21]1[CH2:25][CH2:24][CH2:23][NH:22]1. The catalyst is C(O)C. The product is [CH3:20][CH:21]1[CH2:25][CH2:24][CH2:23][N:22]1[CH2:2][CH2:1][C:3]1[O:4][C:5]2[CH:11]=[CH:10][C:9]([C:12]3[CH:19]=[CH:18][C:15]([C:16]#[N:17])=[CH:14][CH:13]=3)=[CH:8][C:6]=2[N:7]=1. The yield is 1.00. (4) The reactants are [C:1]([O:5][C@@H:6]([C@H:8]1[CH2:12][O:11][C:10](=[O:13])[NH:9]1)[CH3:7])([CH3:4])([CH3:3])[CH3:2].Cl[C:15]1[CH:20]=[C:19]([CH:21]([F:23])[F:22])[N:18]=[C:17]([S:24][CH3:25])[N:16]=1.[H-].[Na+]. The catalyst is CN(C=O)C.CCOC(C)=O. The product is [C:1]([O:5][C@@H:6]([C@H:8]1[CH2:12][O:11][C:10](=[O:13])[N:9]1[C:15]1[CH:20]=[C:19]([CH:21]([F:23])[F:22])[N:18]=[C:17]([S:24][CH3:25])[N:16]=1)[CH3:7])([CH3:2])([CH3:3])[CH3:4]. The yield is 0.850. (5) The reactants are ClC(Cl)(Cl)C(Cl)(Cl)Cl.[C:9]([O:13][C:14]([N:16]1[CH2:21][CH2:20][CH:19]([C:22]([NH:24][NH:25][C:26]2[CH:31]=[CH:30][C:29]([F:32])=[CH:28][N:27]=2)=O)[CH2:18][CH2:17]1)=[O:15])([CH3:12])([CH3:11])[CH3:10].C1(P(C2C=CC=CC=2)C2C=CC=CC=2)C=CC=CC=1.C(N(CC)CC)C. The catalyst is C1COCC1. The product is [C:9]([O:13][C:14]([N:16]1[CH2:21][CH2:20][CH:19]([C:22]2[N:27]3[CH:28]=[C:29]([F:32])[CH:30]=[CH:31][C:26]3=[N:25][N:24]=2)[CH2:18][CH2:17]1)=[O:15])([CH3:12])([CH3:11])[CH3:10]. The yield is 0.800. (6) The reactants are [CH3:1][C:2]1([CH3:10])[C:6](=[O:7])[CH2:5][C:4]([CH3:9])([CH3:8])[O:3]1.C[O-].[Na+].[Br:14][C:15]1[CH:20]=[CH:19][C:18]([C:21]2[CH:26]=[CH:25][C:24]([Cl:27])=[CH:23][CH:22]=2)=[CH:17][C:16]=1[CH:28]=O. The catalyst is COCCOC. The product is [Br:14][C:15]1[CH:20]=[CH:19][C:18]([C:21]2[CH:26]=[CH:25][C:24]([Cl:27])=[CH:23][CH:22]=2)=[CH:17][C:16]=1[CH:28]=[C:5]1[C:4]([CH3:9])([CH3:8])[O:3][C:2]([CH3:10])([CH3:1])[C:6]1=[O:7]. The yield is 0.920. (7) The reactants are [Br:1][C:2]1[C:3]([C:8]2[NH:12][CH:11]=[N:10][N:9]=2)=[C:4]([NH2:7])[S:5][CH:6]=1.[CH:13]1[C:22]2[C:17](=[CH:18][CH:19]=[CH:20][CH:21]=2)[C:16]([CH2:23][C:24](O)=[O:25])=[CH:15][N:14]=1.CCN(C(C)C)C(C)C.CN(C(ON1N=NC2C=CC=CC1=2)=[N+](C)C)C.F[P-](F)(F)(F)(F)F. The catalyst is C(Cl)Cl. The product is [Br:1][C:2]1[C:3]([C:8]2[NH:12][CH:11]=[N:10][N:9]=2)=[C:4]([NH:7][C:24](=[O:25])[CH2:23][C:16]2[C:17]3[C:22](=[CH:21][CH:20]=[CH:19][CH:18]=3)[CH:13]=[N:14][CH:15]=2)[S:5][CH:6]=1. The yield is 0.150.